From a dataset of Reaction yield outcomes from USPTO patents with 853,638 reactions. Predict the reaction yield, written as a fraction of the theoretical maximum amount of product (1.0 means a 100% yield; for example, 0.34 means a 34% yield). (1) The reactants are O[CH2:2][C:3]1[CH:8]=[CH:7][N:6]=[C:5]([NH:9][C:10]2[S:11][C:12]3[CH:18]=[C:17]([C:19]4[CH:24]=[CH:23][N:22]=[CH:21][CH:20]=4)[CH:16]=[CH:15][C:13]=3[N:14]=2)[CH:4]=1.O=P(Cl)(Cl)[Cl:27]. No catalyst specified. The product is [Cl:27][CH2:2][C:3]1[CH:8]=[CH:7][N:6]=[C:5]([NH:9][C:10]2[S:11][C:12]3[CH:18]=[C:17]([C:19]4[CH:24]=[CH:23][N:22]=[CH:21][CH:20]=4)[CH:16]=[CH:15][C:13]=3[N:14]=2)[CH:4]=1. The yield is 0.630. (2) The reactants are [Li]CCCC.CCCCCC.[Si:12]([O:19][CH2:20][CH2:21][N:22]1[C:26]2[CH:27]=[CH:28][CH:29]=[CH:30][C:25]=2[N:24]=[C:23]1[CH:31]=[O:32])([C:15]([CH3:18])([CH3:17])[CH3:16])([CH3:14])[CH3:13].Br[C:34]1[CH:35]=[C:36]([CH:40]2[O:44][CH2:43][CH2:42][O:41]2)[S:37][C:38]=1[CH3:39]. The catalyst is C1COCC1. The product is [Si:12]([O:19][CH2:20][CH2:21][N:22]1[C:26]2[CH:27]=[CH:28][CH:29]=[CH:30][C:25]=2[N:24]=[C:23]1[CH:31]([C:34]1[CH:35]=[C:36]([CH:40]2[O:44][CH2:43][CH2:42][O:41]2)[S:37][C:38]=1[CH3:39])[OH:32])([C:15]([CH3:18])([CH3:16])[CH3:17])([CH3:14])[CH3:13]. The yield is 0.570. (3) The reactants are [F:1][C:2]1[CH:7]=[CH:6][CH:5]=[C:4]([F:8])[C:3]=1[N:9]1[C:14]2[N:15]=[C:16]([N:29]3[CH2:34][CH2:33][CH:32]([N:35]4[CH2:40][CH2:39][CH:38]([CH3:41])[CH2:37][CH2:36]4)[CH2:31][CH2:30]3)[N:17]=[C:18]([C:19]3[CH:20]=[C:21]([CH:25]=[CH:26][C:27]=3[CH3:28])[C:22]([OH:24])=O)[C:13]=2[CH:12]=[CH:11][C:10]1=[O:42].[CH3:43][N:44](C(ON1N=NC2C=CC=CC1=2)=[N+](C)C)C.F[P-](F)(F)(F)(F)F.C(N(CC)CC)C.CN. The catalyst is CN(C=O)C.C1COCC1. The product is [F:8][C:4]1[CH:5]=[CH:6][CH:7]=[C:2]([F:1])[C:3]=1[N:9]1[C:14]2[N:15]=[C:16]([N:29]3[CH2:34][CH2:33][CH:32]([N:35]4[CH2:36][CH2:37][CH:38]([CH3:41])[CH2:39][CH2:40]4)[CH2:31][CH2:30]3)[N:17]=[C:18]([C:19]3[CH:20]=[C:21]([CH:25]=[CH:26][C:27]=3[CH3:28])[C:22]([NH:44][CH3:43])=[O:24])[C:13]=2[CH:12]=[CH:11][C:10]1=[O:42]. The yield is 0.220. (4) The product is [CH:1]1([CH2:6][CH:7]([C:11]2[CH:16]=[CH:15][CH:14]=[C:13]([C:17]([F:20])([F:19])[F:18])[CH:12]=2)[C:8]([NH:27][C:28]2[S:29][CH:30]=[CH:31][N:32]=2)=[O:10])[CH2:2][CH2:3][CH2:4][CH2:5]1. The catalyst is C(Cl)Cl.CN(C)C=O.O1CCCC1. The reactants are [CH:1]1([CH2:6][CH:7]([C:11]2[CH:16]=[CH:15][CH:14]=[C:13]([C:17]([F:20])([F:19])[F:18])[CH:12]=2)[C:8]([OH:10])=O)[CH2:5][CH2:4][CH2:3][CH2:2]1.C(Cl)(=O)C(Cl)=O.[NH2:27][C:28]1[S:29][CH:30]=[CH:31][N:32]=1.C(N(CC)C(C)C)(C)C. The yield is 0.814. (5) The reactants are [CH2:1]([N:8]1[C:12]([CH2:13][OH:14])=[CH:11][C:10]([O:15][CH2:16][CH2:17][CH3:18])=[N:9]1)[C:2]1[CH:7]=[CH:6][CH:5]=[CH:4][CH:3]=1.C(N(CC)CC)C.CS(C)=O.O. The catalyst is C(Cl)Cl. The product is [CH2:1]([N:8]1[C:12]([CH:13]=[O:14])=[CH:11][C:10]([O:15][CH2:16][CH2:17][CH3:18])=[N:9]1)[C:2]1[CH:3]=[CH:4][CH:5]=[CH:6][CH:7]=1. The yield is 0.740. (6) The catalyst is O1CCOCC1. The product is [C:1]1([CH:7]=[CH:8][CH:9]([OH:15])[CH3:10])[CH:6]=[CH:5][CH:4]=[CH:3][CH:2]=1. The reactants are [C:1]1([CH:7](O)[CH:8]=[CH:9][CH3:10])[CH:6]=[CH:5][CH:4]=[CH:3][CH:2]=1.Cl.CC[O:15]CC.C(=O)(O)[O-].[Na+]. The yield is 0.968.